From a dataset of Full USPTO retrosynthesis dataset with 1.9M reactions from patents (1976-2016). Predict the reactants needed to synthesize the given product. (1) Given the product [Cl:1][C:2]1[CH:3]=[C:4]2[C:9](=[CH:10][C:11]=1[O:12][C:13]1[CH:14]=[CH:15][C:16]([C:17](=[O:19])[NH:39][CH:35]3[CH2:36][CH2:37][CH2:38][CH:33]([C:27]4[CH:32]=[CH:31][CH:30]=[CH:29][CH:28]=4)[CH2:34]3)=[CH:20][CH:21]=1)[O:8][CH2:7][CH2:6][CH:5]2[C:22]([O:24][CH2:25][CH3:26])=[O:23], predict the reactants needed to synthesize it. The reactants are: [Cl:1][C:2]1[CH:3]=[C:4]2[C:9](=[CH:10][C:11]=1[O:12][C:13]1[CH:21]=[CH:20][C:16]([C:17]([OH:19])=O)=[CH:15][CH:14]=1)[O:8][CH2:7][CH2:6][CH:5]2[C:22]([O:24][CH2:25][CH3:26])=[O:23].[C:27]1([CH:33]2[CH2:38][CH2:37][CH2:36][CH:35]([NH2:39])[CH2:34]2)[CH:32]=[CH:31][CH:30]=[CH:29][CH:28]=1.Cl.C(N=C=NCCCN(C)C)C. (2) Given the product [OH:11][CH:10]1[C:12]2([CH2:17][CH2:16][N:15]([C:18]([O:20][C:21]([CH3:24])([CH3:23])[CH3:22])=[O:19])[CH2:14][CH2:13]2)[C:25](=[O:27])[NH:8][CH2:9]1, predict the reactants needed to synthesize it. The reactants are: C(OC([NH:8][CH2:9][CH:10]([C:12]1([C:25]([O:27]C)=O)[CH2:17][CH2:16][N:15]([C:18]([O:20][C:21]([CH3:24])([CH3:23])[CH3:22])=[O:19])[CH2:14][CH2:13]1)[OH:11])=O)(C)(C)C.C(O)(C(F)(F)F)=O.C(=O)([O-])[O-].[K+].[K+].C([O-])(O)=O.[Na+].O(C(OC(C)(C)C)=O)C(OC(C)(C)C)=O. (3) Given the product [I:10][C:3]1[CH:4]=[N:5][CH:6]=[C:7]([C:2]=1[NH:11][C:12]1[C:13]([CH3:21])=[C:14]2[C:18](=[CH:19][CH:20]=1)[NH:17][CH:16]=[CH:15]2)[C:8]#[N:9], predict the reactants needed to synthesize it. The reactants are: Cl[C:2]1[C:7]([C:8]#[N:9])=[CH:6][N:5]=[CH:4][C:3]=1[I:10].[NH2:11][C:12]1[C:13]([CH3:21])=[C:14]2[C:18](=[CH:19][CH:20]=1)[NH:17][CH:16]=[CH:15]2. (4) Given the product [ClH:20].[ClH:20].[CH3:21][N:22]([CH2:16][C:15]1[CH:18]=[CH:19][C:12]([C:10]([N:7]2[CH2:8][CH2:9][N:4]([CH:1]([CH3:3])[CH3:2])[CH2:5][CH2:6]2)=[O:11])=[CH:13][CH:14]=1)[CH3:23], predict the reactants needed to synthesize it. The reactants are: [CH:1]([N:4]1[CH2:9][CH2:8][N:7]([C:10]([C:12]2[CH:19]=[CH:18][C:15]([CH:16]=O)=[CH:14][CH:13]=2)=[O:11])[CH2:6][CH2:5]1)([CH3:3])[CH3:2].[ClH:20].[CH3:21][NH:22][CH3:23]. (5) Given the product [NH2:4][C:7]1[C:15]2[O:14][CH:13]=[CH:12][C:11]=2[CH:10]=[CH:9][CH:8]=1, predict the reactants needed to synthesize it. The reactants are: O.NN.[N+:4]([C:7]1[C:15]2[O:14][CH:13]=[CH:12][C:11]=2[CH:10]=[CH:9][CH:8]=1)([O-])=O.